From a dataset of Full USPTO retrosynthesis dataset with 1.9M reactions from patents (1976-2016). Predict the reactants needed to synthesize the given product. (1) Given the product [C:15]([C:5]1[S:6][C:7]([C:8]2[CH:13]=[CH:12][N:11]=[C:10]([F:14])[CH:9]=2)=[C:3]([C:1]#[N:2])[C:4]=1[C:21]1[CH:26]=[CH:25][C:24]([Cl:27])=[CH:23][C:22]=1[Cl:28])(=[O:16])[CH3:30], predict the reactants needed to synthesize it. The reactants are: [C:1]([C:3]1[C:4]([C:21]2[CH:26]=[CH:25][C:24]([Cl:27])=[CH:23][C:22]=2[Cl:28])=[C:5]([C:15](N(OC)C)=[O:16])[S:6][C:7]=1[C:8]1[CH:13]=[CH:12][N:11]=[C:10]([F:14])[CH:9]=1)#[N:2].O1CCC[CH2:30]1.C[Li]. (2) Given the product [CH3:20][C:18]1[CH:19]=[C:14]([CH:12]([N:9]2[C:10](=[O:11])[C:6]3[CH:5]=[CH:4][N:3]=[C:2]([C:27]([O:29][C:30]4[CH:35]=[CH:34][CH:33]=[CH:32][CH:31]=4)=[O:28])[C:7]=3[CH2:8]2)[CH3:13])[CH:15]=[N:16][C:17]=1[O:21][CH2:22][C:23]([F:26])([F:25])[F:24], predict the reactants needed to synthesize it. The reactants are: Cl[C:2]1[C:7]2[CH2:8][N:9]([CH:12]([C:14]3[CH:15]=[N:16][C:17]([O:21][CH2:22][C:23]([F:26])([F:25])[F:24])=[C:18]([CH3:20])[CH:19]=3)[CH3:13])[C:10](=[O:11])[C:6]=2[CH:5]=[CH:4][N:3]=1.[CH:27]([O:29][C:30]1[CH:35]=[CH:34][CH:33]=[CH:32][CH:31]=1)=[O:28].C1(P(C2C=CC=CC=2)C2C3OC4C(=CC=CC=4P(C4C=CC=CC=4)C4C=CC=CC=4)C(C)(C)C=3C=CC=2)C=CC=CC=1. (3) Given the product [Br:1][C:2]1[CH:3]=[C:4]([CH3:9])[C:5]([N:10]2[CH2:15][CH2:14][O:13][CH2:12][CH2:11]2)=[N:6][CH:7]=1, predict the reactants needed to synthesize it. The reactants are: [Br:1][C:2]1[CH:3]=[C:4]([CH3:9])[C:5](F)=[N:6][CH:7]=1.[NH:10]1[CH2:15][CH2:14][O:13][CH2:12][CH2:11]1.C([O-])([O-])=O.[K+].[K+].O. (4) Given the product [C:1]1([S:7]([N:11]2[CH2:16][CH2:15][NH:14][CH2:13][CH2:12]2)(=[O:9])=[O:8])[CH:6]=[CH:5][CH:4]=[CH:3][CH:2]=1, predict the reactants needed to synthesize it. The reactants are: [C:1]1([S:7](Cl)(=[O:9])=[O:8])[CH:6]=[CH:5][CH:4]=[CH:3][CH:2]=1.[NH:11]1[CH2:16][CH2:15][NH:14][CH2:13][CH2:12]1.